From a dataset of Forward reaction prediction with 1.9M reactions from USPTO patents (1976-2016). Predict the product of the given reaction. The product is: [N:41]1([CH2:7][CH2:8][CH2:9][O:10][C:11]2[CH:20]=[C:19]3[C:14]([C:15]([O:21][C:22]4[C:23]([CH3:32])=[N:24][C:25]5[C:30]([CH:31]=4)=[CH:29][CH:28]=[CH:27][CH:26]=5)=[CH:16][CH:17]=[N:18]3)=[CH:13][C:12]=2[O:33][CH3:34])[CH:45]=[CH:44][N:43]=[CH:42]1. Given the reactants CN(C)C=O.Cl[CH2:7][CH2:8][CH2:9][O:10][C:11]1[CH:20]=[C:19]2[C:14]([C:15]([O:21][C:22]3[C:23]([CH3:32])=[N:24][C:25]4[C:30]([CH:31]=3)=[CH:29][CH:28]=[CH:27][CH:26]=4)=[CH:16][CH:17]=[N:18]2)=[CH:13][C:12]=1[O:33][CH3:34].C(=O)([O-])[O-].[K+].[K+].[NH:41]1[CH:45]=[CH:44][N:43]=[CH:42]1, predict the reaction product.